This data is from NCI-60 drug combinations with 297,098 pairs across 59 cell lines. The task is: Regression. Given two drug SMILES strings and cell line genomic features, predict the synergy score measuring deviation from expected non-interaction effect. Drug 2: C1=NNC2=C1C(=O)NC=N2. Synergy scores: CSS=9.81, Synergy_ZIP=-6.16, Synergy_Bliss=-3.85, Synergy_Loewe=-5.55, Synergy_HSA=-3.92. Drug 1: CS(=O)(=O)OCCCCOS(=O)(=O)C. Cell line: OVCAR-5.